Task: Predict the reactants needed to synthesize the given product.. Dataset: Full USPTO retrosynthesis dataset with 1.9M reactions from patents (1976-2016) The reactants are: [Si:1]([O:8][C@H:9]([C@@H:11]([OH:18])/[CH:12]=[CH:13]/[CH2:14][CH2:15][CH2:16][CH3:17])[CH3:10])([C:4]([CH3:7])([CH3:6])[CH3:5])([CH3:3])[CH3:2].[C:19]([Si:23]([CH3:36])([CH3:35])[O:24][C@@H:25](/[CH:29]=[CH:30]/[CH2:31][CH2:32][CH2:33][CH3:34])[C@@H:26]([OH:28])[CH3:27])([CH3:22])([CH3:21])[CH3:20]. Given the product [C:4]([Si:1]([CH3:3])([CH3:2])[O:8][C@H:9]([C@@H:11]([OH:18])[CH2:12][CH2:13][CH2:14][CH2:15][CH2:16][CH3:17])[CH3:10])([CH3:5])([CH3:6])[CH3:7].[Si:23]([O:24][C@@H:25]([CH2:29][CH2:30][CH2:31][CH2:32][CH2:33][CH3:34])[C@@H:26]([OH:28])[CH3:27])([C:19]([CH3:22])([CH3:21])[CH3:20])([CH3:36])[CH3:35], predict the reactants needed to synthesize it.